This data is from Full USPTO retrosynthesis dataset with 1.9M reactions from patents (1976-2016). The task is: Predict the reactants needed to synthesize the given product. (1) Given the product [I:28][C:3]1[N:4]2[N:5]=[C:6]([C:10]3[CH:20]=[CH:19][C:13]([C:14]([O:16][CH2:17][CH3:18])=[O:15])=[CH:12][CH:11]=3)[CH:7]=[CH:8][C:9]2=[N:1][CH:2]=1, predict the reactants needed to synthesize it. The reactants are: [N:1]1[CH:2]=[CH:3][N:4]2[C:9]=1[CH:8]=[CH:7][C:6]([C:10]1[CH:20]=[CH:19][C:13]([C:14]([O:16][CH2:17][CH3:18])=[O:15])=[CH:12][CH:11]=1)=[N:5]2.C1C(=O)N([I:28])C(=O)C1. (2) Given the product [Cl:1][C:2]1[N:7]=[CH:6][C:5]2[C:8]([N:20]3[CH2:21][C:18]4([CH2:15][O:16][CH2:17]4)[CH2:19]3)=[N:9][N:10]([CH:11]([CH3:13])[CH3:12])[C:4]=2[CH:3]=1, predict the reactants needed to synthesize it. The reactants are: [Cl:1][C:2]1[N:7]=[CH:6][C:5]2[C:8](I)=[N:9][N:10]([CH:11]([CH3:13])[CH3:12])[C:4]=2[CH:3]=1.[CH2:15]1[C:18]2([CH2:21][NH:20][CH2:19]2)[CH2:17][O:16]1.C(=O)([O-])[O-].[Cs+].[Cs+].C1(P(C2C=CC=CC=2)C2C3OC4C(=CC=CC=4P(C4C=CC=CC=4)C4C=CC=CC=4)C(C)(C)C=3C=CC=2)C=CC=CC=1. (3) Given the product [CH2:1]([O:3][C:4]([C:6]1([C:9]2[CH:14]=[CH:13][C:12]([C:15]3[CH:20]=[CH:19][C:18]([C:21]4[S:22][C:23]([F:29])=[CH:36][C:35]=4[NH:32][C:33]([O:62][CH:60]([C:56]4[C:55]([CH3:54])=[CH:59][S:58][CH:57]=4)[CH3:61])=[O:44])=[CH:17][CH:16]=3)=[CH:11][CH:10]=2)[CH2:8][CH2:7]1)=[O:5])[CH3:2], predict the reactants needed to synthesize it. The reactants are: [CH2:1]([O:3][C:4]([C:6]1([C:9]2[CH:14]=[CH:13][C:12]([C:15]3[CH:20]=[CH:19][C:18]([C:21]4[S:22][C:23]([F:29])=CC=4C(O)=O)=[CH:17][CH:16]=3)=[CH:11][CH:10]=2)[CH2:8][CH2:7]1)=[O:5])[CH3:2].C([N:32]([CH2:35][CH3:36])[CH2:33]C)C.C1(P(N=[N+]=[N-])(C2C=CC=CC=2)=[O:44])C=CC=CC=1.[CH3:54][C:55]1[C:56]([CH:60]([OH:62])[CH3:61])=[CH:57][S:58][CH:59]=1.